From a dataset of Forward reaction prediction with 1.9M reactions from USPTO patents (1976-2016). Predict the product of the given reaction. Given the reactants C(=O)CCCCCCCCC/C=C\CCCC.CS(C)=O.C(Cl)(=O)C(Cl)=O.[CH3:28][CH2:29][CH2:30][CH2:31][CH2:32]/[CH:33]=[CH:34]\[CH2:35][CH2:36][CH2:37][CH:38]([OH:49])[CH2:39][CH2:40][CH2:41][CH2:42][CH2:43][CH2:44][CH2:45][CH2:46][CH2:47][CH3:48].CCN(CC)CC, predict the reaction product. The product is: [CH3:48][CH2:47][CH2:46][CH2:45][CH2:44]/[CH:43]=[CH:42]\[CH2:41][CH2:40][CH2:39][C:38](=[O:49])[CH2:37][CH2:36][CH2:35][CH2:34][CH2:33][CH2:32][CH2:31][CH2:30][CH2:29][CH3:28].